From a dataset of CYP2D6 inhibition data for predicting drug metabolism from PubChem BioAssay. Regression/Classification. Given a drug SMILES string, predict its absorption, distribution, metabolism, or excretion properties. Task type varies by dataset: regression for continuous measurements (e.g., permeability, clearance, half-life) or binary classification for categorical outcomes (e.g., BBB penetration, CYP inhibition). Dataset: cyp2d6_veith. (1) The result is 0 (non-inhibitor). The drug is CC(=O)[C@@H]1[C@@H]2C(=O)N(C3CCCCC3)C(=O)[C@@H]2C2c3ccccc3C=CN21. (2) The compound is O=P(O)(CCP(=O)(O)c1ccccc1)c1ccccc1. The result is 0 (non-inhibitor). (3) The molecule is Cc1ccc(SCCNC(=O)c2ccc(C)c(S(=O)(=O)Nc3ccccc3C)c2)cc1. The result is 1 (inhibitor). (4) The compound is O=C(Nc1nnc(COc2ccc(Cl)cc2)s1)c1ccc([N+](=O)[O-])cc1. The result is 0 (non-inhibitor). (5) The drug is COCCNC(=S)NC1CC2CCCC(C1)N2Cc1cccs1. The result is 1 (inhibitor). (6) The compound is CC(C)(C)CC(=O)NC(=S)Nc1ccccc1C(F)(F)F. The result is 0 (non-inhibitor). (7) The result is 0 (non-inhibitor). The compound is O=C(N/N=C\c1cn(-c2ccccc2)nc1-c1ccccc1)c1ccc2c(c1)OCO2. (8) The molecule is Cc1ccc(C(=O)NNC(=O)c2cc3cc4ccccc4nc3s2)cc1. The result is 0 (non-inhibitor). (9) The drug is O=C1CC(=Nc2ccccc2)NN1c1ccccc1. The result is 0 (non-inhibitor). (10) The compound is CCOC(=O)C1=C(COc2ccc(F)cc2Cl)NC(=O)NC1c1cc(C)ccc1C. The result is 0 (non-inhibitor).